From a dataset of Forward reaction prediction with 1.9M reactions from USPTO patents (1976-2016). Predict the product of the given reaction. The product is: [CH3:4][C:2]([Si:5]([CH3:16])([CH3:15])[O:6][C:7]1[CH:8]=[C:9]([CH2:10][NH2:11])[CH:12]=[CH:13][CH:14]=1)([CH3:1])[CH3:3]. Given the reactants [CH3:1][C:2]([Si:5]([CH3:16])([CH3:15])[O:6][C:7]1[CH:8]=[C:9]([CH:12]=[CH:13][CH:14]=1)[C:10]#[N:11])([CH3:4])[CH3:3], predict the reaction product.